Dataset: Full USPTO retrosynthesis dataset with 1.9M reactions from patents (1976-2016). Task: Predict the reactants needed to synthesize the given product. (1) Given the product [N:6]1([CH2:5][C:4]2[CH:11]=[CH:12][C:13]([N+:14]([O-:16])=[O:15])=[C:2]([NH2:17])[CH:3]=2)[CH:10]=[CH:9][N:8]=[CH:7]1, predict the reactants needed to synthesize it. The reactants are: F[C:2]1[CH:3]=[C:4]([CH:11]=[CH:12][C:13]=1[N+:14]([O-:16])=[O:15])[CH2:5][N:6]1[CH:10]=[CH:9][N:8]=[CH:7]1.[NH3:17]. (2) Given the product [Br:17][C:14]1[CH:15]=[CH:16][C:11]([CH2:5][C:4]([OH:18])=[O:3])=[N:12][CH:13]=1, predict the reactants needed to synthesize it. The reactants are: C([O:3][C:4](=[O:18])[CH:5]([C:11]1[CH:16]=[CH:15][C:14]([Br:17])=[CH:13][N:12]=1)C(OCC)=O)C.[Li+].[OH-].Cl.